Dataset: Catalyst prediction with 721,799 reactions and 888 catalyst types from USPTO. Task: Predict which catalyst facilitates the given reaction. (1) Reactant: C(OC([NH:8][C:9]([CH3:17])([CH3:16])[C:10]([O:12][CH:13]([CH3:15])[CH3:14])=[O:11])=O)(C)(C)C.[ClH:18].O1CCOCC1. Product: [ClH:18].[NH2:8][C:9]([CH3:17])([CH3:16])[C:10]([O:12][CH:13]([CH3:15])[CH3:14])=[O:11]. The catalyst class is: 2. (2) Reactant: CS(O[CH:6]([CH:18]1[CH2:20][CH2:19]1)[CH2:7][CH2:8][C:9]1[CH:14]=[CH:13][CH:12]=[CH:11][C:10]=1[N+:15]([O-:17])=[O:16])(=O)=O.C([O-])(C)(C)C.[K+].O. Product: [N+:15]([C:10]1[CH:11]=[CH:12][CH:13]=[CH:14][C:9]=1[CH:8]1[CH2:7][CH:6]1[CH:18]1[CH2:20][CH2:19]1)([O-:17])=[O:16]. The catalyst class is: 16. (3) Product: [F:1][C:2]1[CH:3]=[CH:4][C:5]([O:15][CH2:16][C:17]2[CH:22]=[CH:21][C:20]([F:23])=[CH:19][C:18]=2[F:24])=[C:6]([C:8]2[N:25]([C:26]3[CH:34]=[C:30]([C:29]([CH3:35])=[CH:28][CH:27]=3)[C:31]([OH:33])=[O:32])[C:11]([CH3:12])=[CH:10][CH:9]=2)[CH:7]=1. Reactant: [F:1][C:2]1[CH:3]=[CH:4][C:5]([O:15][CH2:16][C:17]2[CH:22]=[CH:21][C:20]([F:23])=[CH:19][C:18]=2[F:24])=[C:6]([C:8](=O)[CH2:9][CH2:10][C:11](=O)[CH3:12])[CH:7]=1.[NH2:25][C:26]1[CH:27]=[CH:28][C:29]([CH3:35])=[C:30]([CH:34]=1)[C:31]([OH:33])=[O:32].CC1C=CC(S(O)(=O)=O)=CC=1.Cl. The catalyst class is: 496. (4) Reactant: [CH2:1]([O:8][C:9]1[CH:14]=[C:13]([O:15][CH2:16][C:17]2[CH:22]=[CH:21][CH:20]=[CH:19][CH:18]=2)[C:12]([Cl:23])=[CH:11][C:10]=1[C:24]1[C:28]([I:29])=[CH:27][NH:26][N:25]=1)[C:2]1[CH:7]=[CH:6][CH:5]=[CH:4][CH:3]=1.C(=O)([O-])[O-].[Cs+].[Cs+].[CH3:36][Si:37]([CH3:44])([CH3:43])[CH2:38][CH2:39][O:40][CH2:41]Cl. Product: [CH2:1]([O:8][C:9]1[CH:14]=[C:13]([O:15][CH2:16][C:17]2[CH:22]=[CH:21][CH:20]=[CH:19][CH:18]=2)[C:12]([Cl:23])=[CH:11][C:10]=1[C:24]1[C:28]([I:29])=[CH:27][N:26]([CH2:41][O:40][CH2:39][CH2:38][Si:37]([CH3:44])([CH3:43])[CH3:36])[N:25]=1)[C:2]1[CH:7]=[CH:6][CH:5]=[CH:4][CH:3]=1. The catalyst class is: 3. (5) Reactant: [CH2:1]([C@H:8]([NH:29][C:30](=[O:40])[O:31][C@@H:32]1[C@H:39]2[C@H:35]([O:36][CH2:37][CH2:38]2)[O:34][CH2:33]1)[C@@H:9]([OH:28])[CH:10]([NH:17][S:18]([C:21]1[CH:26]=[CH:25][CH:24]=[C:23]([OH:27])[CH:22]=1)(=[O:20])=[O:19])OC1CCCC1)[C:2]1[CH:7]=[CH:6][CH:5]=[CH:4][CH:3]=1.Br[CH2:42][C:43]([N:45]1[CH2:50][CH2:49][O:48][CH2:47][CH2:46]1)=[O:44].[C:51](=[O:54])([O-])[O-].[K+].[K+]. Product: [CH2:1]([C@H:8]([NH:29][C:30](=[O:40])[O:31][C@@H:32]1[C@H:39]2[C@H:35]([O:36][CH2:37][CH2:38]2)[O:34][CH2:33]1)[C@H:9]([OH:28])[CH2:10][N:17]([O:54][CH:51]1[CH2:3][CH2:2][CH2:1][CH2:8]1)[S:18]([C:21]1[CH:26]=[CH:25][CH:24]=[C:23]([O:27][CH2:42][C:43]([N:45]2[CH2:50][CH2:49][O:48][CH2:47][CH2:46]2)=[O:44])[CH:22]=1)(=[O:19])=[O:20])[C:2]1[CH:3]=[CH:4][CH:5]=[CH:6][CH:7]=1. The catalyst class is: 3. (6) The catalyst class is: 25. Reactant: [F:1][C:2]([F:25])([F:24])[C:3]1[CH:23]=[CH:22][C:6]([O:7][CH:8]([C:12]2[CH:17]=[CH:16][CH:15]=[C:14]([C:18]([F:21])([F:20])[F:19])[CH:13]=2)[C:9]([OH:11])=[O:10])=[CH:5][CH:4]=1.[OH-].[Na+:27]. Product: [Na+:27].[F:1][C:2]([F:24])([F:25])[C:3]1[CH:4]=[CH:5][C:6]([O:7][CH:8]([C:12]2[CH:17]=[CH:16][CH:15]=[C:14]([C:18]([F:19])([F:20])[F:21])[CH:13]=2)[C:9]([O-:11])=[O:10])=[CH:22][CH:23]=1. (7) Reactant: [CH3:1][N:2]1[CH:6]=[N:5][CH:4]=[N:3]1.C([Li])CCC.[C:12](=[O:14])=[O:13]. Product: [CH3:1][N:2]1[C:6]([C:12]([OH:14])=[O:13])=[N:5][CH:4]=[N:3]1. The catalyst class is: 1. (8) Reactant: CC(OI1(OC(C)=O)(OC(C)=O)OC(=O)C2C=CC=CC1=2)=O.[Cl:23][C:24]1[CH:32]=[C:31]2[C:27]([CH:28]=[C:29]([CH2:40][OH:41])[N:30]2[C:33]2[CH:38]=[CH:37][CH:36]=[C:35]([F:39])[CH:34]=2)=[CH:26][CH:25]=1. Product: [Cl:23][C:24]1[CH:32]=[C:31]2[C:27]([CH:28]=[C:29]([CH:40]=[O:41])[N:30]2[C:33]2[CH:38]=[CH:37][CH:36]=[C:35]([F:39])[CH:34]=2)=[CH:26][CH:25]=1. The catalyst class is: 2. (9) Reactant: [CH:1]1([CH:7]([NH:20][C:21]2[CH:29]=[CH:28][C:24](C(O)=O)=[CH:23][CH:22]=2)[C:8]2[CH:12]=[C:11]([C:13]3[CH:14]=[N:15][CH:16]=[CH:17][CH:18]=3)[O:10][C:9]=2[CH3:19])[CH2:6][CH2:5][CH2:4][CH2:3][CH2:2]1.[CH3:30][NH:31][CH2:32][CH2:33][C:34]([O:36]CC)=[O:35].Cl.C(N=C=NCCCN(C)C)C.O.[OH:52][C:53]1C2N=NNC=2C=CC=1. Product: [CH:1]1([CH:7]([NH:20][C:21]2[CH:29]=[CH:28][C:24]([C:53]([N:31]([CH3:30])[CH2:32][CH2:33][C:34]([OH:36])=[O:35])=[O:52])=[CH:23][CH:22]=2)[C:8]2[CH:12]=[C:11]([C:13]3[CH:14]=[N:15][CH:16]=[CH:17][CH:18]=3)[O:10][C:9]=2[CH3:19])[CH2:2][CH2:3][CH2:4][CH2:5][CH2:6]1. The catalyst class is: 842.